From a dataset of Forward reaction prediction with 1.9M reactions from USPTO patents (1976-2016). Predict the product of the given reaction. (1) The product is: [Cl-:7].[C:11]1([CH2:10][CH2:9][CH2:8][N+:4]2[CH:5]=[CH:6][N:2]([CH3:1])[CH:3]=2)[CH:16]=[CH:15][CH:14]=[CH:13][CH:12]=1. Given the reactants [CH3:1][N:2]1[CH:6]=[CH:5][N:4]=[CH:3]1.[Cl:7][CH2:8][CH2:9][CH2:10][C:11]1[CH:16]=[CH:15][CH:14]=[CH:13][CH:12]=1, predict the reaction product. (2) Given the reactants [OH:1][C:2]1[CH:7]=[CH:6][C:5]([C:8]2[C:13]([CH3:14])=[N:12][N:11]([C:15]3[CH:20]=[CH:19][CH:18]=[CH:17][N:16]=3)[C:10](=[O:21])[CH:9]=2)=[CH:4][CH:3]=1.[C:22](=[O:25])([O-])[O-:23].[Cs+].[Cs+], predict the reaction product. The product is: [C:5]([O:23][C:22]([N:16]1[CH2:17][CH2:18][CH:19]([O:1][C:2]2[CH:7]=[CH:6][C:5]([C:8]3[C:13]([CH3:14])=[N:12][N:11]([C:15]4[CH:20]=[CH:19][CH:18]=[CH:17][N:16]=4)[C:10](=[O:21])[CH:9]=3)=[CH:4][CH:3]=2)[CH2:20][CH2:15]1)=[O:25])([CH3:8])([CH3:6])[CH3:4]. (3) Given the reactants [F:1][C:2]([F:21])([F:20])[C:3]([F:19])([C:15]([F:18])([F:17])[F:16])[CH2:4][CH:5]([C:11]([F:14])([F:13])[F:12])[CH2:6][CH2:7][CH2:8][CH2:9]I.C(O)C.[S-:25][C:26]#[N:27].[K+], predict the reaction product. The product is: [F:1][C:2]([F:21])([F:20])[C:3]([F:19])([C:15]([F:18])([F:17])[F:16])[CH2:4][CH:5]([C:11]([F:14])([F:13])[F:12])[CH2:6][CH2:7][CH2:8][CH2:9][S:25][C:26]#[N:27]. (4) Given the reactants [C:1]([CH2:3][C:4]([N:6]1[CH2:11][CH2:10][CH2:9][CH:8]([N:12]2[C:16]3[CH:17]=[CH:18][CH:19]=[CH:20][C:15]=3[N:14]=[C:13]2[NH:21][C:22]([C:24]2[S:25][C:26]([C:29]3[CH:30]=[N:31][NH:32][CH:33]=3)=[CH:27][CH:28]=2)=[O:23])[CH2:7]1)=[O:5])#[N:2].N1CCCCC1.[CH3:40][N:41]([CH3:47])[C:42]([CH3:46])([CH3:45])[CH:43]=O, predict the reaction product. The product is: [C:1]([C:3](=[CH:43][C:42]([N:41]([CH3:47])[CH3:40])([CH3:46])[CH3:45])[C:4]([N:6]1[CH2:11][CH2:10][CH2:9][CH:8]([N:12]2[C:16]3[CH:17]=[CH:18][CH:19]=[CH:20][C:15]=3[N:14]=[C:13]2[NH:21][C:22]([C:24]2[S:25][C:26]([C:29]3[CH:30]=[N:31][NH:32][CH:33]=3)=[CH:27][CH:28]=2)=[O:23])[CH2:7]1)=[O:5])#[N:2]. (5) Given the reactants [F:1][C:2]([F:14])([F:13])[C:3]1[NH:7][C:6]2[CH:8]=[CH:9][C:10]([NH2:12])=[CH:11][C:5]=2[N:4]=1.N1C=CC=CC=1.Cl[C:22]([O:24][CH2:25][C:26]([Cl:29])([Cl:28])[Cl:27])=[O:23].O, predict the reaction product. The product is: [F:14][C:2]([F:1])([F:13])[C:3]1[NH:7][C:6]2[CH:8]=[CH:9][C:10]([NH:12][C:22](=[O:23])[O:24][CH2:25][C:26]([Cl:29])([Cl:28])[Cl:27])=[CH:11][C:5]=2[N:4]=1.